This data is from Full USPTO retrosynthesis dataset with 1.9M reactions from patents (1976-2016). The task is: Predict the reactants needed to synthesize the given product. (1) Given the product [CH:2]([C:1]1[O:6][N:32]=[C:33]([CH:35]2[CH2:40][CH2:39][N:38]([C:41]([O:43][C:44]([CH3:47])([CH3:46])[CH3:45])=[O:42])[CH2:37][CH2:36]2)[N:34]=1)([CH3:4])[CH3:3], predict the reactants needed to synthesize it. The reactants are: [C:1]([OH:6])(=O)[CH:2]([CH3:4])[CH3:3].C(N(C(C)C)CC)(C)C.F[P-](F)(F)(F)(F)F.CN(C)C(F)=[N+](C)C.O[N:32]=[C:33]([CH:35]1[CH2:40][CH2:39][N:38]([C:41]([O:43][C:44]([CH3:47])([CH3:46])[CH3:45])=[O:42])[CH2:37][CH2:36]1)[NH2:34]. (2) The reactants are: [NH2:1][C:2]1[S:3][C:4]2[S:10][CH2:9][CH2:8][C:7](=[O:11])[C:5]=2[N:6]=1.CN(C1C=CC=CN=1)C.[CH3:21][C:22]([O:25][C:26](O[C:26]([O:25][C:22]([CH3:24])([CH3:23])[CH3:21])=[O:27])=[O:27])([CH3:24])[CH3:23]. Given the product [C:22]([O:25][C:26](=[O:27])[NH:1][C:2]1[S:3][C:4]2[S:10][CH2:9][CH2:8][C:7](=[O:11])[C:5]=2[N:6]=1)([CH3:24])([CH3:23])[CH3:21], predict the reactants needed to synthesize it. (3) Given the product [OH:11][CH:10]1[CH2:9][CH2:8][C:7](=[O:12])[NH:6][C:5]2[N:13]=[CH:14][C:2](/[CH:19]=[CH:18]/[C:17]([N:16]([CH3:15])[CH2:21][C:22]3[O:23][C:24]4[CH:31]=[CH:30][CH:29]=[CH:28][C:25]=4[C:26]=3[CH3:27])=[O:20])=[CH:3][C:4]1=2, predict the reactants needed to synthesize it. The reactants are: Br[C:2]1[CH:14]=[N:13][C:5]2[NH:6][C:7](=[O:12])[CH2:8][CH2:9][CH:10]([OH:11])[C:4]=2[CH:3]=1.[CH3:15][N:16]([CH2:21][C:22]1[O:23][C:24]2[CH:31]=[CH:30][CH:29]=[CH:28][C:25]=2[C:26]=1[CH3:27])[C:17](=[O:20])[CH:18]=[CH2:19].C(N(C(C)C)C(C)C)C.CC1C=CC=CC=1P(C1C=CC=CC=1C)C1C=CC=CC=1C. (4) Given the product [Br:12][C:13]1[C:14]([C:32]2[CH:37]=[CH:36][CH:35]=[CH:34][CH:33]=2)=[N:15][C:16]([NH:19][C:20]2[O:21][C@:22]3([CH2:30][N:31]=2)[CH:27]2[CH2:28][CH2:29][N+:24]([O-:9])([CH2:25][CH2:26]2)[CH2:23]3)=[N:17][CH:18]=1, predict the reactants needed to synthesize it. The reactants are: C1C=C(Cl)C=C(C(OO)=[O:9])C=1.[Br:12][C:13]1[C:14]([C:32]2[CH:37]=[CH:36][CH:35]=[CH:34][CH:33]=2)=[N:15][C:16]([NH:19][C:20]2[O:21][C@:22]3([CH2:30][N:31]=2)[CH:27]2[CH2:28][CH2:29][N:24]([CH2:25][CH2:26]2)[CH2:23]3)=[N:17][CH:18]=1. (5) The reactants are: [H-].[Al+3].[Li+].[H-].[H-].[H-].[C:7]1([C@H:13]([OH:17])[CH2:14][C:15]#[N:16])[CH:12]=[CH:11][CH:10]=[CH:9][CH:8]=1. Given the product [C:7]1([C@H:13]([OH:17])[CH2:14][CH2:15][NH2:16])[CH:12]=[CH:11][CH:10]=[CH:9][CH:8]=1, predict the reactants needed to synthesize it. (6) Given the product [CH3:28][O:24][CH:23]([CH:20]1[CH2:21][CH2:22][S:17][CH2:18][CH2:19]1)[C:15]1[C:9]2[C:10](=[N:11][CH:12]=[C:7]([C:6]3[C:2]([CH3:1])=[N:3][O:4][C:5]=3[CH3:16])[CH:8]=2)[NH:13][CH:14]=1, predict the reactants needed to synthesize it. The reactants are: [CH3:1][C:2]1[C:6]([C:7]2[CH:8]=[C:9]3[CH:15]=[CH:14][NH:13][C:10]3=[N:11][CH:12]=2)=[C:5]([CH3:16])[O:4][N:3]=1.[S:17]1[CH2:22][CH2:21][CH:20]([CH:23]=[O:24])[CH2:19][CH2:18]1.[OH-].[K+].O.[CH3:28]O.